Dataset: Forward reaction prediction with 1.9M reactions from USPTO patents (1976-2016). Task: Predict the product of the given reaction. (1) The product is: [Cl:26][C:5]1[C:6]([C:8]2[C:16]3[C:11](=[CH:12][CH:13]=[CH:14][CH:15]=3)[N:10]([S:17]([C:20]3[CH:21]=[CH:22][CH:23]=[CH:24][CH:25]=3)(=[O:19])=[O:18])[CH:9]=2)=[N:7][C:2]([NH:34][C:31]23[CH2:33][C:27]([NH2:35])([CH2:32]2)[CH2:28][CH2:29][CH2:30]3)=[N:3][CH:4]=1. Given the reactants Cl[C:2]1[N:7]=[C:6]([C:8]2[C:16]3[C:11](=[CH:12][CH:13]=[CH:14][CH:15]=3)[N:10]([S:17]([C:20]3[CH:25]=[CH:24][CH:23]=[CH:22][CH:21]=3)(=[O:19])=[O:18])[CH:9]=2)[C:5]([Cl:26])=[CH:4][N:3]=1.[C:27]12([NH2:35])[CH2:33][C:31]([NH2:34])([CH2:32]1)[CH2:30][CH2:29][CH2:28]2.CCN(C(C)C)C(C)C, predict the reaction product. (2) Given the reactants Cl[C:2]1[C:7]([N+:8]([O-:10])=[O:9])=[CH:6][N:5]=[C:4]([O:11][CH2:12][C@@H:13]([NH:15][C:16](=[O:22])[O:17][C:18]([CH3:21])([CH3:20])[CH3:19])[CH3:14])[CH:3]=1.C([O-])(=[O:25])C.[Cs+], predict the reaction product. The product is: [OH:25][C:2]1[C:7]([N+:8]([O-:10])=[O:9])=[CH:6][N:5]=[C:4]([O:11][CH2:12][C@@H:13]([NH:15][C:16](=[O:22])[O:17][C:18]([CH3:21])([CH3:20])[CH3:19])[CH3:14])[CH:3]=1. (3) Given the reactants [C:1]12([NH2:11])[CH2:10][CH:5]3[CH2:6][CH:7]([CH2:9][CH:3]([CH2:4]3)[CH2:2]1)[CH2:8]2.[C:12]([C:15]1[S:19][C:18]([C:20]#[N:21])=[CH:17][CH:16]=1)(=O)[CH3:13], predict the reaction product. The product is: [C:1]12([NH:11][CH:12]([C:15]3[S:19][C:18]([C:20]#[N:21])=[CH:17][CH:16]=3)[CH3:13])[CH2:8][CH:7]3[CH2:6][CH:5]([CH2:4][CH:3]([CH2:9]3)[CH2:2]1)[CH2:10]2. (4) Given the reactants CS(O[CH:6]1[CH2:9][N:8]([C:10]([O:12][C:13]([CH3:16])([CH3:15])[CH3:14])=[O:11])[CH2:7]1)(=O)=O.O.[NH2:18][NH2:19], predict the reaction product. The product is: [NH:18]([CH:6]1[CH2:9][N:8]([C:10]([O:12][C:13]([CH3:16])([CH3:15])[CH3:14])=[O:11])[CH2:7]1)[NH2:19]. (5) Given the reactants O[N:2]=[C:3]([NH2:27])[C:4]1[CH:9]=[CH:8][CH:7]=[C:6]([N:10]2[CH2:19][C@H:18]3[N:14]([CH2:15][CH2:16][CH2:17]3)[C:13]3[N:20]=[C:21]([S:24][CH3:25])[N:22]=[CH:23][C:12]=3[C:11]2=[O:26])[CH:5]=1.[C:28](N1C=CN=C1)(N1C=CN=C1)=[S:29].C1C[O:43]CC1, predict the reaction product. The product is: [CH3:25][S:24][C:21]1[N:22]=[CH:23][C:12]2[C:11](=[O:26])[N:10]([C:6]3[CH:5]=[C:4]([C:3]4[NH:27][C:28](=[O:43])[S:29][N:2]=4)[CH:9]=[CH:8][CH:7]=3)[CH2:19][C@H:18]3[N:14]([CH2:15][CH2:16][CH2:17]3)[C:13]=2[N:20]=1. (6) Given the reactants [CH2:1]([C:3]1[C:12]2[C:11](=[O:13])[CH2:10][CH2:9][C:8]([CH3:15])([CH3:14])[C:7]=2[CH:6]=[C:5](OS(C(F)(F)F)(=O)=O)[CH:4]=1)[CH3:2].C(N(CC)CC)C.CN(C)C=O.[CH3:36][Si:37]([C:40]#[CH:41])([CH3:39])[CH3:38], predict the reaction product. The product is: [CH2:1]([C:3]1[CH:4]=[C:5]([C:41]#[C:40][Si:37]([CH3:39])([CH3:38])[CH3:36])[CH:6]=[C:7]2[C:12]=1[C:11](=[O:13])[CH2:10][CH2:9][C:8]2([CH3:15])[CH3:14])[CH3:2]. (7) Given the reactants [C:1]1(=[O:7])[O:6][C:4](=[O:5])[CH2:3][CH2:2]1.[CH3:8][O:9][C:10]1[CH:44]=[CH:43][C:13]([CH2:14][O:15][C@@H:16]2[C@@H:23]([CH2:24][OH:25])[O:22][C@H:19]([O:20][CH3:21])[C@H:18]([OH:26])[C@H:17]2[O:27][C:28](=[O:42])[CH2:29][CH2:30][CH2:31][CH2:32][CH2:33][CH2:34][CH2:35][CH2:36][CH2:37][CH2:38][CH2:39][CH2:40][CH3:41])=[CH:12][CH:11]=1.[C:45](Cl)(=[O:59])[CH2:46][CH2:47][CH2:48][CH2:49][CH2:50][CH2:51][CH2:52][CH2:53][CH2:54][CH2:55][CH2:56][CH2:57][CH3:58], predict the reaction product. The product is: [C:4]([CH2:3][CH2:2][C:1]([O:25][CH2:24][C@H:23]1[O:22][C@H:19]([O:20][CH3:21])[C@H:18]([O:26][C:45](=[O:59])[CH2:46][CH2:47][CH2:48][CH2:49][CH2:50][CH2:51][CH2:52][CH2:53][CH2:54][CH2:55][CH2:56][CH2:57][CH3:58])[C@@H:17]([O:27][C:28](=[O:42])[CH2:29][CH2:30][CH2:31][CH2:32][CH2:33][CH2:34][CH2:35][CH2:36][CH2:37][CH2:38][CH2:39][CH2:40][CH3:41])[C@@H:16]1[O:15][CH2:14][C:13]1[CH:12]=[CH:11][C:10]([O:9][CH3:8])=[CH:44][CH:43]=1)=[O:7])([OH:6])=[O:5]. (8) Given the reactants Cl.[Sn](Cl)Cl.[Cl:5][C:6]1[CH:11]=[CH:10][C:9]([N:12]2[CH2:17][CH2:16][CH2:15][CH2:14][CH2:13]2)=[C:8]([N+:18]([O-])=O)[CH:7]=1.C(=O)(O)[O-].[Na+], predict the reaction product. The product is: [Cl:5][C:6]1[CH:11]=[CH:10][C:9]([N:12]2[CH2:17][CH2:16][CH2:15][CH2:14][CH2:13]2)=[C:8]([CH:7]=1)[NH2:18]. (9) Given the reactants [Br:1][C:2]1[CH:10]=[CH:9][C:8]([NH:11][C:12]2[C:17]([CH2:18][CH3:19])=[C:16]([CH3:20])[N:15]=[C:14]([C:21]3[S:22][C:23]([Cl:26])=[CH:24][CH:25]=3)[N:13]=2)=[CH:7][C:3]=1[C:4](O)=[O:5].Cl.C(=O)(O)[O-].[Na+], predict the reaction product. The product is: [Br:1][C:2]1[CH:10]=[CH:9][C:8]([NH:11][C:12]2[C:17]([CH2:18][CH3:19])=[C:16]([CH3:20])[N:15]=[C:14]([C:21]3[S:22][C:23]([Cl:26])=[CH:24][CH:25]=3)[N:13]=2)=[CH:7][C:3]=1[CH2:4][OH:5].